This data is from Full USPTO retrosynthesis dataset with 1.9M reactions from patents (1976-2016). The task is: Predict the reactants needed to synthesize the given product. (1) The reactants are: [C:1]([CH2:3][C:4]1([N:8]2[CH2:13][CH2:12][CH:11]([N:14]([C@@H:21]3[CH2:23][C@H:22]3[C:24]3[CH:29]=[CH:28][CH:27]=[CH:26][CH:25]=3)[C:15](=[O:20])[C:16]([F:19])([F:18])[F:17])[CH2:10][CH2:9]2)[CH2:7][NH:6][CH2:5]1)#[N:2].C=O.[C:32](O)(=O)C.[BH-](OC(C)=O)(OC(C)=O)OC(C)=O.[Na+].C([O-])([O-])=O.[Na+].[Na+]. Given the product [C:1]([CH2:3][C:4]1([N:8]2[CH2:9][CH2:10][CH:11]([N:14]([C@@H:21]3[CH2:23][C@H:22]3[C:24]3[CH:29]=[CH:28][CH:27]=[CH:26][CH:25]=3)[C:15](=[O:20])[C:16]([F:19])([F:17])[F:18])[CH2:12][CH2:13]2)[CH2:5][N:6]([CH3:32])[CH2:7]1)#[N:2], predict the reactants needed to synthesize it. (2) Given the product [F:33][C:2]([F:1])([F:32])[C:3]1[CH:4]=[C:5]([CH:25]=[C:26]([C:28]([F:31])([F:30])[F:29])[CH:27]=1)[C:6]([N:8]1[CH2:9][CH2:10][C:11]2([N:15]([C:16]3[CH:17]=[CH:18][CH:19]=[CH:20][CH:21]=3)[CH2:14][N:13]([C:35]3[N:40]=[CH:39][CH:38]=[CH:37][N:36]=3)[C:12]2=[O:22])[CH2:23][CH2:24]1)=[O:7], predict the reactants needed to synthesize it. The reactants are: [F:1][C:2]([F:33])([F:32])[C:3]1[CH:4]=[C:5]([CH:25]=[C:26]([C:28]([F:31])([F:30])[F:29])[CH:27]=1)[C:6]([N:8]1[CH2:24][CH2:23][C:11]2([N:15]([C:16]3[CH:21]=[CH:20][CH:19]=[CH:18][CH:17]=3)[CH2:14][NH:13][C:12]2=[O:22])[CH2:10][CH2:9]1)=[O:7].Cl[C:35]1[N:40]=[CH:39][CH:38]=[CH:37][N:36]=1. (3) Given the product [N:33]1([C:29](=[O:31])[C@@H:28]([CH3:32])[O:27][C:25]2[CH:24]=[CH:23][CH:22]=[C:21]3[C:26]=2[C:17]([NH:16][C:4]2[CH:5]=[CH:6][C:7]([O:8][C:9]4[CH:10]=[N:11][C:12]([CH3:15])=[CH:13][CH:14]=4)=[C:2]([CH3:1])[CH:3]=2)=[N:18][CH:19]=[N:20]3)[CH2:36][CH2:35][CH2:34]1, predict the reactants needed to synthesize it. The reactants are: [CH3:1][C:2]1[CH:3]=[C:4]([NH:16][C:17]2[C:26]3[C:21](=[CH:22][CH:23]=[CH:24][C:25]=3[O:27][C@H:28]([CH3:32])[C:29]([OH:31])=O)[N:20]=[CH:19][N:18]=2)[CH:5]=[CH:6][C:7]=1[O:8][C:9]1[CH:10]=[N:11][C:12]([CH3:15])=[CH:13][CH:14]=1.[NH:33]1[CH2:36][CH2:35][CH2:34]1. (4) Given the product [I:1][C:2]1[C:10]2[C:5](=[N:6][CH:7]=[C:8]([N:11]3[CH2:14][CH:13]([NH:15][C:16](=[O:22])[O:17][C:18]([CH3:19])([CH3:21])[CH3:20])[CH2:12]3)[CH:9]=2)[N:4]([S:23]([C:26]2[CH:32]=[CH:31][C:29]([CH3:30])=[CH:28][CH:27]=2)(=[O:25])=[O:24])[CH:3]=1, predict the reactants needed to synthesize it. The reactants are: [I:1][C:2]1[C:10]2[C:5](=[N:6][CH:7]=[C:8]([N:11]3[CH2:14][CH:13]([NH:15][C:16](=[O:22])[O:17][C:18]([CH3:21])([CH3:20])[CH3:19])[CH2:12]3)[CH:9]=2)[NH:4][CH:3]=1.[S:23](Cl)([C:26]1[CH:32]=[CH:31][C:29]([CH3:30])=[CH:28][CH:27]=1)(=[O:25])=[O:24].[OH-].[Na+].O. (5) Given the product [CH3:1][C@H:2]1[C@@:41]2([OH:43])[O:42][C@H:5]([CH2:6][C@H:7]([O:64][CH3:65])[C:8]([CH3:63])=[CH:9][CH:10]=[CH:11][CH:12]=[CH:13][C@@H:14]([CH3:62])[CH2:15][C@@H:16]([CH3:61])[C:17]([C@H:19]([O:59][CH3:60])[C@H:20]([OH:58])[C:21]([CH3:57])=[CH:22][C@@H:23]([CH3:56])[C:24]([CH2:26][C@@H:27]([C@@H:44]([CH2:46][C@H:47]3[CH2:52][C@@H:51]([O:53][CH3:54])[C@H:50]([O:55][C:67]([C:68]([CH2:73][OH:74])([CH2:69][OH:70])[CH3:72])=[O:66])[CH2:49][CH2:48]3)[CH3:45])[O:28][C:29]([C@H:31]3[N:36]([C:37]([C:39]2=[O:40])=[O:38])[CH2:35][CH2:34][CH2:33][CH2:32]3)=[O:30])=[O:25])=[O:18])[CH2:4][CH2:3]1, predict the reactants needed to synthesize it. The reactants are: [CH3:1][C@H:2]1[C@@:41]2([OH:43])[O:42][C@H:5]([CH2:6][C@H:7]([O:64][CH3:65])[C:8]([CH3:63])=[CH:9][CH:10]=[CH:11][CH:12]=[CH:13][C@@H:14]([CH3:62])[CH2:15][C@@H:16]([CH3:61])[C:17]([C@H:19]([O:59][CH3:60])[C@H:20]([OH:58])[C:21]([CH3:57])=[CH:22][C@@H:23]([CH3:56])[C:24]([CH2:26][C@@H:27]([C@@H:44]([CH2:46][C@H:47]3[CH2:52][C@@H:51]([O:53][CH3:54])[C@H:50]([OH:55])[CH2:49][CH2:48]3)[CH3:45])[O:28][C:29]([C@H:31]3[N:36]([C:37]([C:39]2=[O:40])=[O:38])[CH2:35][CH2:34][CH2:33][CH2:32]3)=[O:30])=[O:25])=[O:18])[CH2:4][CH2:3]1.[OH:66][CH2:67][C:68]([CH2:73][OH:74])([CH3:72])[C:69](O)=[O:70]. (6) The reactants are: [NH2:1][C:2]1[CH:3]=[C:4]([C@:7]2([CH3:18])[CH2:12][C@@H:11]([C:13]([F:16])([F:15])[F:14])[O:10][C:9]([NH2:17])=[N:8]2)[S:5][CH:6]=1.[C:19]([C:21]1[CH:22]=[CH:23][C:24]([C:27](O)=[O:28])=[N:25][CH:26]=1)#[N:20].C(P1(=O)OP(=O)(CCC)OP(=O)(CCC)O1)CC. Given the product [NH2:17][C:9]1[O:10][C@H:11]([C:13]([F:16])([F:15])[F:14])[CH2:12][C@:7]([C:4]2[S:5][CH:6]=[C:2]([NH:1][C:27](=[O:28])[C:24]3[CH:23]=[CH:22][C:21]([C:19]#[N:20])=[CH:26][N:25]=3)[CH:3]=2)([CH3:18])[N:8]=1, predict the reactants needed to synthesize it. (7) The reactants are: [Br:1][C:2]1[CH:3]=[C:4]2[C:9](=[CH:10][CH:11]=1)[N:8]=[CH:7][CH:6]=[C:5]2[CH2:12][C:13]([C:15]1[CH:20]=[CH:19][CH:18]=[C:17]([CH3:21])[N:16]=1)=O.Cl.[NH2:23][N:24]1[CH2:28][CH2:27][CH2:26][C:25]1=[O:29]. Given the product [Br:1][C:2]1[CH:3]=[C:4]2[C:9](=[CH:10][CH:11]=1)[N:8]=[CH:7][CH:6]=[C:5]2[CH2:12][C:13](=[N:23][N:24]1[CH2:28][CH2:27][CH2:26][C:25]1=[O:29])[C:15]1[CH:20]=[CH:19][CH:18]=[C:17]([CH3:21])[N:16]=1, predict the reactants needed to synthesize it. (8) Given the product [CH2:35]([N:14]([CH2:12][CH3:13])[CH2:15][CH2:16][CH2:17][NH:18][C:19]([C:21]1[C:25]([C:26]2[CH:31]=[CH:30][CH:29]=[CH:28][CH:27]=2)=[C:24]([CH:32]=[C:5]2[C:4]3[C:8](=[CH:9][CH:10]=[C:2]([Br:1])[CH:3]=3)[NH:7][C:6]2=[O:11])[NH:23][C:22]=1[CH3:34])=[O:20])[CH3:36], predict the reactants needed to synthesize it. The reactants are: [Br:1][C:2]1[CH:3]=[C:4]2[C:8](=[CH:9][CH:10]=1)[NH:7][C:6](=[O:11])[CH2:5]2.[CH2:12]([N:14]([CH2:35][CH3:36])[CH2:15][CH2:16][CH2:17][NH:18][C:19]([C:21]1[C:25]([C:26]2[CH:31]=[CH:30][CH:29]=[CH:28][CH:27]=2)=[C:24]([CH:32]=O)[NH:23][C:22]=1[CH3:34])=[O:20])[CH3:13].